This data is from Catalyst prediction with 721,799 reactions and 888 catalyst types from USPTO. The task is: Predict which catalyst facilitates the given reaction. (1) Reactant: [CH3:1][O:2][C:3]1[CH:4]=[C:5]([C:28]2[CH:33]=[CH:32][CH:31]=[CH:30][C:29]=2[CH3:34])[CH:6]=[CH:7][C:8]=1[C:9]([N:11]1[C:17]2[CH:18]=[CH:19][CH:20]=[CH:21][C:16]=2[CH2:15][N:14]2[C:22]([C:25]([OH:27])=O)=[CH:23][CH:24]=[C:13]2[CH2:12]1)=[O:10].ON1C2C=CC=CC=2N=N1.Cl.[CH3:46][N:47]([CH3:56])[CH2:48][CH2:49][CH2:50][N:51]=[C:52]=NCC.C(N(CC)C(C)C)(C)C. Product: [CH3:52][N:51]([CH2:50][CH2:49][CH2:48][N:47]([CH3:56])[CH3:46])[C:25]([C:22]1[N:14]2[C:13]([CH2:12][N:11]([C:9]([C:8]3[CH:7]=[CH:6][C:5]([C:28]4[CH:33]=[CH:32][CH:31]=[CH:30][C:29]=4[CH3:34])=[CH:4][C:3]=3[O:2][CH3:1])=[O:10])[C:17]3[CH:18]=[CH:19][CH:20]=[CH:21][C:16]=3[CH2:15]2)=[CH:24][CH:23]=1)=[O:27]. The catalyst class is: 42. (2) Reactant: [N+:1]([C:4]1[CH:9]=[CH:8][C:7]([O:10][C:11]2[CH:16]=[CH:15][CH:14]=[C:13]([C:17]([F:20])([F:19])[F:18])[CH:12]=2)=[CH:6][CH:5]=1)([O-])=O. Product: [F:18][C:17]([F:19])([F:20])[C:13]1[CH:12]=[C:11]([CH:16]=[CH:15][CH:14]=1)[O:10][C:7]1[CH:6]=[CH:5][C:4]([NH2:1])=[CH:9][CH:8]=1. The catalyst class is: 78. (3) Reactant: [B:10]1([B:10]2[O:14][C:13]([CH3:16])([CH3:15])[C:12]([CH3:18])([CH3:17])[O:11]2)[O:14][C:13]([CH3:16])([CH3:15])[C:12]([CH3:18])([CH3:17])[O:11]1.Br[C:20]1[CH:21]=[CH:22][C:23]([O:36][CH3:37])=[C:24]([S:26]([NH:29][CH:30]2[CH2:35][CH2:34][O:33][CH2:32][CH2:31]2)(=[O:28])=[O:27])[CH:25]=1.C([O-])(=O)C.[K+]. Product: [CH3:37][O:36][C:23]1[CH:22]=[CH:21][C:20]([B:10]2[O:11][C:12]([CH3:17])([CH3:18])[C:13]([CH3:15])([CH3:16])[O:14]2)=[CH:25][C:24]=1[S:26]([NH:29][CH:30]1[CH2:35][CH2:34][O:33][CH2:32][CH2:31]1)(=[O:27])=[O:28]. The catalyst class is: 75. (4) Reactant: [OH:1][N:2]1[CH2:7][CH2:6][CH2:5][CH2:4][CH2:3]1.[CH2:8]([Mg]Cl)[C:9]1[CH:14]=[CH:13][CH:12]=[CH:11][CH:10]=1.[Cl-].[NH4+]. Product: [CH2:8]([CH:3]1[CH2:4][CH2:5][CH2:6][CH2:7][N:2]1[OH:1])[C:9]1[CH:14]=[CH:13][CH:12]=[CH:11][CH:10]=1. The catalyst class is: 704.